From a dataset of Forward reaction prediction with 1.9M reactions from USPTO patents (1976-2016). Predict the product of the given reaction. (1) The product is: [CH:11]([C:10]1[C:9]2[C:4](=[CH:5][CH:6]=[CH:7][CH:8]=2)[N:3]([C:13]2[CH:20]=[CH:19][C:16]([C:17]#[N:18])=[CH:15][CH:14]=2)[C:2]=1[N:21]1[CH2:26][CH2:25][NH:24][CH2:23][CH2:22]1)=[O:12]. Given the reactants Cl[C:2]1[N:3]([C:13]2[CH:20]=[CH:19][C:16]([C:17]#[N:18])=[CH:15][CH:14]=2)[C:4]2[C:9]([C:10]=1[CH:11]=[O:12])=[CH:8][CH:7]=[CH:6][CH:5]=2.[NH:21]1[CH2:26][CH2:25][NH:24][CH2:23][CH2:22]1, predict the reaction product. (2) Given the reactants [Cl:1][C:2]1[C:3]([C:22]2[C:27]([CH3:28])=[CH:26][C:25]([CH3:29])=[CH:24][N:23]=2)=[CH:4][C:5]([NH:8][CH2:9][CH2:10][C:11]2[C:16]([C:17](=O)[CH3:18])=[CH:15][N:14]=[C:13]([S:20][CH3:21])[N:12]=2)=[N:6][CH:7]=1.[BH-](OC(C)=O)(OC(C)=O)OC(C)=O.[Na+], predict the reaction product. The product is: [Cl:1][C:2]1[C:3]([C:22]2[C:27]([CH3:28])=[CH:26][C:25]([CH3:29])=[CH:24][N:23]=2)=[CH:4][C:5]([N:8]2[CH2:9][CH2:10][C:11]3[N:12]=[C:13]([S:20][CH3:21])[N:14]=[CH:15][C:16]=3[CH:17]2[CH3:18])=[N:6][CH:7]=1. (3) Given the reactants Cl.[F:2][C@H:3]1[CH2:7][CH2:6][NH:5][CH2:4]1.CCN(C(C)C)C(C)C.[Cl:17][C:18]1[CH:23]=[C:22](Cl)[CH:21]=[C:20]([Cl:25])[N:19]=1, predict the reaction product. The product is: [Cl:17][C:18]1[CH:23]=[C:22]([N:5]2[CH2:6][CH2:7][C@H:3]([F:2])[CH2:4]2)[CH:21]=[C:20]([Cl:25])[N:19]=1.